Regression. Given two drug SMILES strings and cell line genomic features, predict the synergy score measuring deviation from expected non-interaction effect. From a dataset of NCI-60 drug combinations with 297,098 pairs across 59 cell lines. Drug 1: CS(=O)(=O)C1=CC(=C(C=C1)C(=O)NC2=CC(=C(C=C2)Cl)C3=CC=CC=N3)Cl. Drug 2: C1=CN(C=N1)CC(O)(P(=O)(O)O)P(=O)(O)O. Cell line: MDA-MB-231. Synergy scores: CSS=15.0, Synergy_ZIP=3.40, Synergy_Bliss=2.65, Synergy_Loewe=2.34, Synergy_HSA=2.58.